This data is from NCI-60 drug combinations with 297,098 pairs across 59 cell lines. The task is: Regression. Given two drug SMILES strings and cell line genomic features, predict the synergy score measuring deviation from expected non-interaction effect. (1) Synergy scores: CSS=-7.63, Synergy_ZIP=-0.349, Synergy_Bliss=-8.16, Synergy_Loewe=-11.0, Synergy_HSA=-10.9. Drug 2: CC12CCC3C(C1CCC2OP(=O)(O)O)CCC4=C3C=CC(=C4)OC(=O)N(CCCl)CCCl.[Na+]. Drug 1: CC1=CC2C(CCC3(C2CCC3(C(=O)C)OC(=O)C)C)C4(C1=CC(=O)CC4)C. Cell line: SF-295. (2) Drug 1: C1=CC(=CC=C1CC(C(=O)O)N)N(CCCl)CCCl.Cl. Drug 2: CN(CCCl)CCCl.Cl. Cell line: OVCAR-4. Synergy scores: CSS=2.43, Synergy_ZIP=1.76, Synergy_Bliss=4.06, Synergy_Loewe=-1.55, Synergy_HSA=-0.310. (3) Drug 1: C1C(C(OC1N2C=NC3=C(N=C(N=C32)Cl)N)CO)O. Drug 2: CCC1(CC2CC(C3=C(CCN(C2)C1)C4=CC=CC=C4N3)(C5=C(C=C6C(=C5)C78CCN9C7C(C=CC9)(C(C(C8N6C)(C(=O)OC)O)OC(=O)C)CC)OC)C(=O)OC)O.OS(=O)(=O)O. Cell line: U251. Synergy scores: CSS=18.9, Synergy_ZIP=-4.89, Synergy_Bliss=-2.58, Synergy_Loewe=-1.91, Synergy_HSA=-2.81. (4) Drug 1: C1=NC(=NC(=O)N1C2C(C(C(O2)CO)O)O)N. Drug 2: CC1C(C(CC(O1)OC2CC(CC3=C2C(=C4C(=C3O)C(=O)C5=CC=CC=C5C4=O)O)(C(=O)C)O)N)O. Cell line: MOLT-4. Synergy scores: CSS=43.4, Synergy_ZIP=-2.82, Synergy_Bliss=-6.14, Synergy_Loewe=-8.95, Synergy_HSA=-3.87.